Dataset: Forward reaction prediction with 1.9M reactions from USPTO patents (1976-2016). Task: Predict the product of the given reaction. (1) Given the reactants [CH3:1][C:2]([OH:6])([C:4]#[CH:5])[CH3:3].FC(F)(F)C(O)=O.O[C:15]1[CH:16]=[C:17]2[C:22](=[CH:23][CH:24]=1)[N:21]=[CH:20][CH:19]=[CH:18]2.Cl, predict the reaction product. The product is: [CH3:1][C:2]([O:6][C:15]1[CH:16]=[C:17]2[C:22](=[CH:23][CH:24]=1)[N:21]=[CH:20][CH:19]=[CH:18]2)([CH3:3])[C:4]#[CH:5]. (2) Given the reactants [Br:1]N1C(=O)CCC1=O.[CH3:9][O:10][C:11]1[CH:16]=[CH:15][C:14]([CH2:17][C:18]([OH:20])=[O:19])=[CH:13][C:12]=1[CH3:21], predict the reaction product. The product is: [Br:1][CH2:21][C:12]1[CH:13]=[C:14]([CH2:17][C:18]([OH:20])=[O:19])[CH:15]=[CH:16][C:11]=1[O:10][CH3:9]. (3) The product is: [C:1]([O:5][C:6]([NH:8][C:9]1[CH:14]=[CH:13][CH:12]=[CH:11][C:10]=1[NH:15][C:16](=[O:32])[C:17]1[CH:18]=[CH:19][C:20]([C:34]2[CH:35]=[N:36][C:37]([Cl:40])=[N:38][CH:39]=2)=[CH:21][CH:22]=1)=[O:7])([CH3:4])([CH3:2])[CH3:3]. Given the reactants [C:1]([O:5][C:6]([NH:8][C:9]1[CH:14]=[CH:13][CH:12]=[CH:11][C:10]=1[NH:15][C:16](=[O:32])[C:17]1[CH:22]=[CH:21][C:20](B2OC(C)(C)C(C)(C)O2)=[CH:19][CH:18]=1)=[O:7])([CH3:4])([CH3:3])[CH3:2].Br[C:34]1[CH:35]=[N:36][C:37]([Cl:40])=[N:38][CH:39]=1.C(=O)([O-])O.[Na+], predict the reaction product. (4) Given the reactants [C:1]([C:3]1[CH:4]=[N:5][N:6]2[C:11]([CH3:12])=[CH:10][C:9]([C:13]3[CH:18]=[CH:17][C:16]([C:19]([F:22])([F:21])[F:20])=[CH:15][CH:14]=3)=[N:8][C:7]=12)#[CH:2].[NH2:23][C:24]1[CH:29]=[CH:28][C:27](Br)=[CH:26][N:25]=1, predict the reaction product. The product is: [CH3:12][C:11]1[N:6]2[N:5]=[CH:4][C:3]([C:1]#[C:2][C:27]3[CH:28]=[CH:29][C:24]([NH2:23])=[N:25][CH:26]=3)=[C:7]2[N:8]=[C:9]([C:13]2[CH:18]=[CH:17][C:16]([C:19]([F:21])([F:22])[F:20])=[CH:15][CH:14]=2)[CH:10]=1. (5) The product is: [CH2:1]([C:3]1[C:4](=[O:27])[N:5]([CH2:18][CH2:19][C:20]2[CH:25]=[CH:24][CH:23]=[CH:22][C:21]=2[F:26])[C:6]([C:10]2[CH:15]=[CH:14][CH:13]=[C:12]([F:16])[C:11]=2[O:17][CH2:28][O:29][CH3:30])=[N:7][C:8]=1[CH3:9])[CH3:2]. Given the reactants [CH2:1]([C:3]1[C:4](=[O:27])[N:5]([CH2:18][CH2:19][C:20]2[CH:25]=[CH:24][CH:23]=[CH:22][C:21]=2[F:26])[C:6]([C:10]2[CH:15]=[CH:14][CH:13]=[C:12]([F:16])[C:11]=2[OH:17])=[N:7][C:8]=1[CH3:9])[CH3:2].[CH2:28](Cl)[O:29][CH3:30], predict the reaction product. (6) Given the reactants [F:1][C:2]([F:13])([F:12])[C:3]1[CH:11]=[CH:10][C:6]([C:7]([OH:9])=O)=[CH:5][CH:4]=1.O[NH:15]/[C:16](=[N:36]\[H])/[CH2:17][N:18]1[CH2:22][CH2:21][C:20]([C:29]2[CH:34]=[CH:33][CH:32]=[CH:31][CH:30]=2)([C:23]2[CH:28]=[CH:27][CH:26]=[CH:25][CH:24]=2)[C:19]1=[O:35].Cl.C(N=C=NCCCN(C)C)C, predict the reaction product. The product is: [C:29]1([C:20]2([C:23]3[CH:24]=[CH:25][CH:26]=[CH:27][CH:28]=3)[CH2:21][CH2:22][N:18]([CH2:17][C:16]3[N:15]=[C:7]([C:6]4[CH:5]=[CH:4][C:3]([C:2]([F:1])([F:13])[F:12])=[CH:11][CH:10]=4)[O:9][N:36]=3)[C:19]2=[O:35])[CH:30]=[CH:31][CH:32]=[CH:33][CH:34]=1. (7) Given the reactants [Cl:1][C:2]1[CH:3]=[C:4]([NH:9][C:10]2[C:15]3=[C:16]([CH:19]([CH:21]4[CH2:26][CH2:25][CH:24]([O:27]C(C)([Si](C)(C)C)C)[CH2:23][CH2:22]4)O)[CH:17]=[CH:18][N:14]3[N:13]=[CH:12][N:11]=2)[CH:5]=[CH:6][C:7]=1[F:8], predict the reaction product. The product is: [Cl:1][C:2]1[CH:3]=[C:4]([NH:9][C:10]2[C:15]3=[C:16]([CH2:19][C@H:21]4[CH2:26][CH2:25][C@H:24]([OH:27])[CH2:23][CH2:22]4)[CH:17]=[CH:18][N:14]3[N:13]=[CH:12][N:11]=2)[CH:5]=[CH:6][C:7]=1[F:8]. (8) Given the reactants [NH2:1][CH2:2][C@@H:3]1[C@@H:11]([C@@:12]2([CH3:21])[CH2:17][CH2:16][C@H:15]([OH:18])[CH2:14][C@@H:13]2[CH2:19][OH:20])[CH2:10][CH2:9][C@@:8]2([CH3:22])[C@H:4]1[CH2:5][CH2:6][C:7]2=[CH2:23].C1CN([P+](ON2N=NC3C=CC=CC2=3)(N2CCCC2)N2CCCC2)CC1.F[P-](F)(F)(F)(F)F.[C:57](O)(=[O:64])[C:58]1[CH:63]=[CH:62][CH:61]=[CH:60][CH:59]=1.CCN(C(C)C)C(C)C, predict the reaction product. The product is: [OH:18][C@H:15]1[CH2:16][CH2:17][C@@:12]([C@H:11]2[CH2:10][CH2:9][C@@:8]3([CH3:22])[C@@H:4]([CH2:5][CH2:6][C:7]3=[CH2:23])[C@@H:3]2[CH2:2][NH:1][C:57](=[O:64])[C:58]2[CH:63]=[CH:62][CH:61]=[CH:60][CH:59]=2)([CH3:21])[C@@H:13]([CH2:19][OH:20])[CH2:14]1. (9) Given the reactants [Cl:1][C:2]1[CH:3]=[CH:4][C:5]2[O:9][C:8](S)=[N:7][C:6]=2[CH:11]=1.S(Cl)([Cl:14])=O, predict the reaction product. The product is: [Cl:14][C:8]1[O:9][C:5]2[CH:4]=[CH:3][C:2]([Cl:1])=[CH:11][C:6]=2[N:7]=1.